This data is from Full USPTO retrosynthesis dataset with 1.9M reactions from patents (1976-2016). The task is: Predict the reactants needed to synthesize the given product. (1) Given the product [O:1]=[C:2]1[CH2:5][N:4]([C:6]([O:8][C:9]([CH3:12])([CH3:11])[CH3:10])=[O:7])[CH2:3]1, predict the reactants needed to synthesize it. The reactants are: [OH:1][CH:2]1[CH2:5][N:4]([C:6]([O:8][C:9]([CH3:12])([CH3:11])[CH3:10])=[O:7])[CH2:3]1.CC(OI1(OC(C)=O)(OC(C)=O)OC(=O)C2C=CC=CC1=2)=O.S([O-])([O-])(=O)=S.[Na+].[Na+].C(=O)([O-])O.[Na+]. (2) Given the product [NH:1]1[C:5]2[CH:6]=[CH:7][CH:8]=[CH:9][C:4]=2[N:3]=[C:2]1[C:10]([C:12]1[CH:17]=[CH:16][C:15]([O:18][C:19]2[C:24]([C:28]3[CH2:29][CH2:30][C:26](=[O:31])[CH:27]=3)=[CH:23][CH:22]=[CH:21][N:20]=2)=[CH:14][CH:13]=1)=[O:11], predict the reactants needed to synthesize it. The reactants are: [NH:1]1[C:5]2[CH:6]=[CH:7][CH:8]=[CH:9][C:4]=2[N:3]=[C:2]1[C:10]([C:12]1[CH:17]=[CH:16][C:15]([O:18][C:19]2[C:24](Br)=[CH:23][CH:22]=[CH:21][N:20]=2)=[CH:14][CH:13]=1)=[O:11].[C:26]1(=[O:31])[CH2:30][CH2:29][CH:28]=[CH:27]1. (3) Given the product [C:23]1([CH2:22][CH2:21][NH:20][C:18](/[C:17](=[CH:8]/[CH:7]=[CH:6]/[C:5]2[CH:10]=[CH:11][C:12]([O:13][CH3:14])=[C:3]([O:2][CH3:1])[CH:4]=2)/[C:15]#[N:16])=[O:19])[CH:28]=[CH:27][CH:26]=[CH:25][CH:24]=1, predict the reactants needed to synthesize it. The reactants are: [CH3:1][O:2][C:3]1[CH:4]=[C:5]([CH:10]=[CH:11][C:12]=1[O:13][CH3:14])[CH:6]=[CH:7][CH:8]=O.[C:15]([CH2:17][C:18]([N-:20][CH2:21][CH2:22][C:23]1[CH:28]=[CH:27][CH:26]=[CH:25][CH:24]=1)=[O:19])#[N:16]. (4) Given the product [C:7]1([C:13]2[C:22]3[CH:21]=[CH:20][CH:19]=[CH:18][C:17]=3[C:16]3[NH:23][N:24]=[C:25]([CH2:26][OH:27])[C:15]=3[N:14]=2)[CH:8]=[CH:9][CH:10]=[CH:11][CH:12]=1, predict the reactants needed to synthesize it. The reactants are: [H-].[Al+3].[Li+].[H-].[H-].[H-].[C:7]1([C:13]2[C:22]3[CH:21]=[CH:20][CH:19]=[CH:18][C:17]=3[C:16]3[NH:23][N:24]=[C:25]([C:26](OC)=[O:27])[C:15]=3[N:14]=2)[CH:12]=[CH:11][CH:10]=[CH:9][CH:8]=1.O.